This data is from Full USPTO retrosynthesis dataset with 1.9M reactions from patents (1976-2016). The task is: Predict the reactants needed to synthesize the given product. (1) Given the product [CH2:24]([O:23][C:21](=[O:22])[CH:26]=[C:9]([CH2:10][NH:11][C:12]([O:14][C:15]([CH3:18])([CH3:17])[CH3:16])=[O:13])[CH2:8][NH:7][C:6]([O:5][C:1]([CH3:4])([CH3:3])[CH3:2])=[O:20])[CH3:25], predict the reactants needed to synthesize it. The reactants are: [C:1]([O:5][C:6](=[O:20])[NH:7][CH2:8][C:9](=O)[CH2:10][NH:11][C:12]([O:14][C:15]([CH3:18])([CH3:17])[CH3:16])=[O:13])([CH3:4])([CH3:3])[CH3:2].[C:21]([CH:26]=P(C1C=CC=CC=1)(C1C=CC=CC=1)C1C=CC=CC=1)([O:23][CH2:24][CH3:25])=[O:22]. (2) Given the product [CH2:1]([O:3][C:4]([C:6]1[C:7]2[O:14][C:13]([C:15](=[O:19])[N:16]([CH3:17])[CH3:18])=[C:12]([O:20][S:29]([C:28]([F:41])([F:40])[F:27])(=[O:31])=[O:30])[C:8]=2[CH:9]=[N:10][CH:11]=1)=[O:5])[CH3:2], predict the reactants needed to synthesize it. The reactants are: [CH2:1]([O:3][C:4]([C:6]1[C:7]2[O:14][C:13]([C:15](=[O:19])[N:16]([CH3:18])[CH3:17])=[C:12]([OH:20])[C:8]=2[CH:9]=[N:10][CH:11]=1)=[O:5])[CH3:2].N1C=CC=CC=1.[F:27][C:28]([F:41])([F:40])[S:29](O[S:29]([C:28]([F:41])([F:40])[F:27])(=[O:31])=[O:30])(=[O:31])=[O:30]. (3) Given the product [NH2:11][CH2:12][CH2:13][C:14]1[O:15][C:16]([C:25]2[CH:30]=[CH:29][C:28]([S:31]([NH2:34])(=[O:33])=[O:32])=[CH:27][CH:26]=2)=[C:17]([C:19]2[CH:20]=[CH:21][CH:22]=[CH:23][CH:24]=2)[N:18]=1, predict the reactants needed to synthesize it. The reactants are: C1(COC([NH:11][CH2:12][CH2:13][C:14]2[O:15][C:16]([C:25]3[CH:30]=[CH:29][C:28]([S:31]([NH2:34])(=[O:33])=[O:32])=[CH:27][CH:26]=3)=[C:17]([C:19]3[CH:24]=[CH:23][CH:22]=[CH:21][CH:20]=3)[N:18]=2)=O)C=CC=CC=1.C(O)(=O)C. (4) Given the product [CH3:14][O:15][C:16]1[CH:21]=[C:20]([O:22][CH3:23])[CH:19]=[CH:18][C:17]=1[CH2:24][CH2:25][C:26]1[S:38][C:10]([C:8]2[CH:7]=[CH:6][C:5]3[NH:1][CH:2]=[N:3][C:4]=3[CH:9]=2)=[N:12][N:13]=1, predict the reactants needed to synthesize it. The reactants are: [N:1]1[C:5]2[CH:6]=[CH:7][C:8]([C:10]([NH:12][NH2:13])=O)=[CH:9][C:4]=2[NH:3][CH:2]=1.[CH3:14][O:15][C:16]1[CH:21]=[C:20]([O:22][CH3:23])[CH:19]=[CH:18][C:17]=1[CH2:24][CH2:25][C:26](Cl)=O.COC1C=CC(P2(SP(C3C=CC(OC)=CC=3)(=S)S2)=[S:38])=CC=1. (5) Given the product [CH2:1]([O:8][C:9]1[CH:24]=[CH:23][C:22]([C:25]2[NH:29][N:28]=[N:27][N:26]=2)=[CH:21][C:10]=1[C:11]([O:13][CH2:14][C:15]1[CH:16]=[CH:17][CH:18]=[CH:19][CH:20]=1)=[O:12])[C:2]1[CH:3]=[CH:4][CH:5]=[CH:6][CH:7]=1, predict the reactants needed to synthesize it. The reactants are: [CH2:1]([O:8][C:9]1[CH:24]=[CH:23][C:22]([C:25]#[N:26])=[CH:21][C:10]=1[C:11]([O:13][CH2:14][C:15]1[CH:20]=[CH:19][CH:18]=[CH:17][CH:16]=1)=[O:12])[C:2]1[CH:7]=[CH:6][CH:5]=[CH:4][CH:3]=1.[N-:27]=[N+:28]=[N-:29].[Na+].[Cl-].[NH4+]. (6) Given the product [CH:3]12[CH2:9][CH2:8][CH:6]([CH:5]=[CH:4]1)[CH2:7][C:2]2=[O:12], predict the reactants needed to synthesize it. The reactants are: Cl[C:2]1(C#N)[CH2:7][CH:6]2[CH2:8][CH2:9][CH:3]1[CH:4]=[CH:5]2.[OH-:12].[K+].